From a dataset of Full USPTO retrosynthesis dataset with 1.9M reactions from patents (1976-2016). Predict the reactants needed to synthesize the given product. (1) Given the product [Br:1][C:2]1[CH:7]=[CH:6][CH:5]=[CH:4][C:3]=1[CH2:8][CH2:9][NH:10][C:18](=[O:19])[C:20]([F:23])([F:22])[F:21], predict the reactants needed to synthesize it. The reactants are: [Br:1][C:2]1[CH:7]=[CH:6][CH:5]=[CH:4][C:3]=1[CH2:8][CH2:9][NH2:10].CCN(CC)CC.[C:18](O[C:18]([C:20]([F:23])([F:22])[F:21])=[O:19])([C:20]([F:23])([F:22])[F:21])=[O:19]. (2) Given the product [F:52][C:44]1[CH:45]=[C:46]2[C:30](=[CH:31][CH:43]=1)[N:29]([C:24]([C:20]1[N:21]=[CH:22][N:23]=[C:18]([N:15]3[CH2:16][CH2:17][CH:12]([C:11]4[C:2](=[O:1])[NH:3][C:4]5[C:9]([CH:10]=4)=[CH:8][CH:7]=[CH:6][CH:5]=5)[CH2:13][CH2:14]3)[CH:19]=1)=[O:25])[CH2:32][CH2:33]2, predict the reactants needed to synthesize it. The reactants are: [O:1]=[C:2]1[C:11]([CH:12]2[CH2:17][CH2:16][N:15]([C:18]3[N:23]=[CH:22][N:21]=[C:20]([C:24](O)=[O:25])[CH:19]=3)[CH2:14][CH2:13]2)=[CH:10][C:9]2[C:4](=[CH:5][CH:6]=[CH:7][CH:8]=2)[NH:3]1.C([N:29]([CH2:32][CH3:33])[CH2:30][CH3:31])C.CN(C(ON1N=N[C:44]2[CH:45]=[CH:46]C=C[C:43]1=2)=[N+](C)C)C.[B-](F)(F)(F)[F:52]. (3) Given the product [CH2:8]([O:12][C:13]1[N:21]=[C:20]2[C:16]([N:17]=[C:18]([O:22][CH3:23])[N:19]2[CH2:26][CH2:27][CH2:28][CH2:29][CH:30]2[CH2:34][CH2:33][O:32][CH2:31]2)=[C:15]([NH2:24])[N:14]=1)[CH2:9][CH2:10][CH3:11], predict the reactants needed to synthesize it. The reactants are: FC(F)(F)C(O)=O.[CH2:8]([O:12][C:13]1[NH:14][C:15]([NH2:24])=[C:16]2[C:20]([N:21]=1)=[N:19][C:18]([O:22][CH3:23])=[N:17]2)[CH2:9][CH2:10][CH3:11].Br[CH2:26][CH2:27][CH2:28][CH2:29][CH:30]1[CH2:34][CH2:33][O:32][CH2:31]1. (4) Given the product [CH3:1][O:2][C:3]1[CH:4]=[CH:5][C:6]([NH:9][CH:10]([C:14]2[CH:18]=[CH:17][S:16][CH:15]=2)[C:11]([O:13][C@@H:21]2[CH:22]3[CH2:25][CH2:26][N:19]([CH2:24][CH2:23]3)[CH2:20]2)=[O:12])=[CH:7][CH:8]=1, predict the reactants needed to synthesize it. The reactants are: [CH3:1][O:2][C:3]1[CH:8]=[CH:7][C:6]([NH:9][CH:10]([C:14]2[CH:18]=[CH:17][S:16][CH:15]=2)[C:11]([OH:13])=[O:12])=[CH:5][CH:4]=1.[N:19]12[CH2:26][CH2:25][CH:22]([CH2:23][CH2:24]1)[C@@H:21](O)[CH2:20]2.C1CCC(N=C=NC2CCCCC2)CC1.C1C=CC2N(O)N=NC=2C=1. (5) The reactants are: C(O)(=O)C.[NH2:5][C:6]1[CH:11]=[CH:10][C:9]([Cl:12])=[CH:8][C:7]=1[C:13]1[CH:18]=[CH:17][N:16]([CH2:19][C:20]([O:22][C:23]([CH3:26])([CH3:25])[CH3:24])=[O:21])[C:15](=[O:27])[CH:14]=1.[CH:28](OC)(OC)OC.[N-:35]=[N+:36]=[N-:37].[Na+]. Given the product [Cl:12][C:9]1[CH:10]=[CH:11][C:6]([N:5]2[CH:28]=[N:37][N:36]=[N:35]2)=[C:7]([C:13]2[CH:18]=[CH:17][N:16]([CH2:19][C:20]([O:22][C:23]([CH3:24])([CH3:26])[CH3:25])=[O:21])[C:15](=[O:27])[CH:14]=2)[CH:8]=1, predict the reactants needed to synthesize it. (6) Given the product [CH2:22]([C:21]1[NH:26][C:16](=[O:18])[C:11]2[CH:10]=[N:9][CH:14]=[CH:13][C:12]=2[N:25]=1)[CH2:23][CH3:24], predict the reactants needed to synthesize it. The reactants are: Cl.C([N:9]1[CH2:14][CH2:13][C:12](=O)[CH:11]([C:16]([O:18]C)=O)[CH2:10]1)C1C=CC=CC=1.Cl.[C:21]([NH2:26])(=[NH:25])[CH2:22][CH2:23][CH3:24].C[O-].[Na+].N1C=CC=NC1=O. (7) Given the product [F:22][CH:4]([C:3]1[CH:6]=[CH:7][CH:8]=[CH:9][C:2]=1[F:1])[C:14]#[N:15], predict the reactants needed to synthesize it. The reactants are: [F:1][C:2]1[CH:9]=[CH:8][CH:7]=[CH:6][C:3]=1[CH:4]=O.C[Si]([C:14]#[N:15])(C)C.C(N(S(F)(F)[F:22])CC)C. (8) Given the product [CH3:16][N:2]([C:1]1[CH:27]=[CH:28][CH:23]=[CH:24][CH:25]=1)[C:3]1[CH:4]=[CH:5][C:6](/[CH:9]=[CH:10]/[C:11]2[S:12][CH:13]=[CH:14][CH:15]=2)=[CH:7][CH:8]=1, predict the reactants needed to synthesize it. The reactants are: [CH3:1][N:2]([CH3:16])[C:3]1[CH:8]=[CH:7][C:6](/[CH:9]=[CH:10]/[C:11]2[S:12][CH:13]=[CH:14][CH:15]=2)=[CH:5][CH:4]=1.FC(F)(F)S(O[C:23]1[CH:28]=[CH:27]C=[CH:25][C:24]=1[Si](C)(C)C)(=O)=O.[F-].[K+].C1OCCOCCOCCOCCOCCOC1. (9) Given the product [O:1]1[C:12]2[C:4](=[CH:5][C:6](=[CH:10][CH:11]=2)[CH2:7][CH:8]2[O:18][CH2:9]2)[O:3][CH2:2]1, predict the reactants needed to synthesize it. The reactants are: [O:1]1[C:12]2[C:4](=[CH:5][C:6](=[CH:10][CH:11]=2)[CH2:7][CH:8]=[CH2:9])[O:3][CH2:2]1.ClC1C=C(C=CC=1)C(OO)=[O:18]. (10) Given the product [N:21]1([CH2:20][CH2:19][O:1][C:2]2[CH:3]=[C:4]3[C:8](=[CH:9][CH:10]=2)[N:7]([C:32]([O:31][C:27]([CH3:30])([CH3:29])[CH3:28])=[O:33])[CH:6]=[CH:5]3)[CH2:26][CH2:25][O:24][CH2:23][CH2:22]1, predict the reactants needed to synthesize it. The reactants are: [OH:1][C:2]1[CH:3]=[C:4]2[C:8](=[CH:9][CH:10]=1)[NH:7][CH:6]=[CH:5]2.C(=O)([O-])[O-].[K+].[K+].Cl.Cl[CH2:19][CH2:20][N:21]1[CH2:26][CH2:25][O:24][CH2:23][CH2:22]1.[C:27]([O:31][C:32](O[C:32]([O:31][C:27]([CH3:30])([CH3:29])[CH3:28])=[O:33])=[O:33])([CH3:30])([CH3:29])[CH3:28].